Predict which catalyst facilitates the given reaction. From a dataset of Catalyst prediction with 721,799 reactions and 888 catalyst types from USPTO. (1) Reactant: [F:1][C:2]([F:13])([F:12])[C:3](=O)[CH2:4][C:5](=O)[C:6]([F:9])([F:8])[F:7].[N:14]1[S:15][N:16]=[C:17]2[C:22]([NH2:23])=[CH:21][CH:20]=[CH:19][C:18]=12. Product: [F:1][C:2]([F:13])([F:12])[C:3]1[C:21]2[CH:20]=[CH:19][C:18]3=[N:14][S:15][N:16]=[C:17]3[C:22]=2[N:23]=[C:5]([C:6]([F:9])([F:8])[F:7])[CH:4]=1. The catalyst class is: 52. (2) Reactant: BrC1C=C2C(C3C=C(C(OCC)=O)C=CC=3N2)=CC=1.[Br:20][C:21]1[CH:33]=[CH:32][CH:31]=[C:30]2[C:22]=1[C:23]1[CH:24]=[C:25]([C:34]([O:36]CC)=[O:35])[CH:26]=[CH:27][C:28]=1[NH:29]2.[OH-].[Na+]. Product: [Br:20][C:21]1[CH:33]=[CH:32][CH:31]=[C:30]2[C:22]=1[C:23]1[CH:24]=[C:25]([C:34]([OH:36])=[O:35])[CH:26]=[CH:27][C:28]=1[NH:29]2. The catalyst class is: 242. (3) Reactant: [O:1]=[C:2]1[C:11]2([CH2:16][CH2:15][N:14]([CH2:17][C:18]([O:20]CC)=[O:19])[CH2:13][CH2:12]2)[CH2:10][CH2:9][C:8]2[C:3]1=[CH:4][CH:5]=[CH:6][CH:7]=2.[OH-].[Na+]. Product: [O:1]=[C:2]1[C:11]2([CH2:12][CH2:13][N:14]([CH2:17][C:18]([OH:20])=[O:19])[CH2:15][CH2:16]2)[CH2:10][CH2:9][C:8]2[C:3]1=[CH:4][CH:5]=[CH:6][CH:7]=2. The catalyst class is: 14.